The task is: Predict the reactants needed to synthesize the given product.. This data is from Full USPTO retrosynthesis dataset with 1.9M reactions from patents (1976-2016). The reactants are: Cl[CH2:2][C:3]([NH:5][C:6]1[CH:7]=[C:8]([CH:25]=[CH:26][C:27]=1[O:28][C:29]([F:32])([F:31])[F:30])[C:9]([NH:11][C:12]1[CH:13]=[N:14][C:15]([C:18]2[CH:23]=[CH:22][CH:21]=[CH:20][C:19]=2[F:24])=[CH:16][CH:17]=1)=[O:10])=[O:4].[I-].[K+].C(N(C(C)C)C(C)C)C.[CH3:44][N:45]1[CH2:50][CH2:49][NH:48][C@@H:47]([CH3:51])[CH2:46]1. Given the product [CH3:51][C@H:47]1[CH2:46][N:45]([CH3:44])[CH2:50][CH2:49][N:48]1[CH2:2][C:3]([NH:5][C:6]1[CH:7]=[C:8]([CH:25]=[CH:26][C:27]=1[O:28][C:29]([F:32])([F:31])[F:30])[C:9]([NH:11][C:12]1[CH:13]=[N:14][C:15]([C:18]2[CH:23]=[CH:22][CH:21]=[CH:20][C:19]=2[F:24])=[CH:16][CH:17]=1)=[O:10])=[O:4], predict the reactants needed to synthesize it.